Dataset: Forward reaction prediction with 1.9M reactions from USPTO patents (1976-2016). Task: Predict the product of the given reaction. Given the reactants [Cl:1][C:2]1[N:7]=[C:6]([NH:8][C:9]2[C:14]([F:15])=[CH:13][CH:12]=[CH:11][C:10]=2[OH:16])[C:5]([Cl:17])=[CH:4][N:3]=1.[CH2:18]([O:25][CH2:26][CH2:27][CH2:28]O)[C:19]1[CH:24]=[CH:23][CH:22]=[CH:21][CH:20]=1, predict the reaction product. The product is: [CH2:18]([O:25][CH2:26][CH2:27][CH2:28][O:16][C:10]1[CH:11]=[CH:12][CH:13]=[C:14]([F:15])[C:9]=1[NH:8][C:6]1[C:5]([Cl:17])=[CH:4][N:3]=[C:2]([Cl:1])[N:7]=1)[C:19]1[CH:24]=[CH:23][CH:22]=[CH:21][CH:20]=1.